From a dataset of Experimental lipophilicity measurements (octanol/water distribution) for 4,200 compounds from AstraZeneca. Regression/Classification. Given a drug SMILES string, predict its absorption, distribution, metabolism, or excretion properties. Task type varies by dataset: regression for continuous measurements (e.g., permeability, clearance, half-life) or binary classification for categorical outcomes (e.g., BBB penetration, CYP inhibition). For this dataset (lipophilicity_astrazeneca), we predict Y. (1) The compound is CC(=O)Nc1ccccn1. The Y is 0.500 logD. (2) The compound is Nc1cccc(CCc2ccc3cc[nH]c3c2)n1. The Y is 2.80 logD. (3) The molecule is CC(C)(C(=O)c1cccnc1)c1cccnc1. The Y is 1.45 logD.